From a dataset of Full USPTO retrosynthesis dataset with 1.9M reactions from patents (1976-2016). Predict the reactants needed to synthesize the given product. (1) The reactants are: [CH3:1][C:2]1[C:3]([C:17](OC)=[O:18])=[CH:4][N:5]([C:7]2[CH:12]=[CH:11][CH:10]=[C:9]([C:13]([F:16])([F:15])[F:14])[CH:8]=2)[CH:6]=1.[H-].[Al+3].[Li+].[H-].[H-].[H-].O.[OH-].[Na+]. Given the product [CH3:1][C:2]1[C:3]([CH:17]=[O:18])=[CH:4][N:5]([C:7]2[CH:12]=[CH:11][CH:10]=[C:9]([C:13]([F:16])([F:14])[F:15])[CH:8]=2)[CH:6]=1, predict the reactants needed to synthesize it. (2) Given the product [NH4+:19].[OH-:1].[CH:6]([C:5]1[CH:8]=[CH:9][C:2]([O:1][C:18]2[CH:26]=[CH:25][C:21]([C:22]([NH2:24])=[O:23])=[CH:20][N:19]=2)=[C:3]([CH3:10])[CH:4]=1)=[O:7], predict the reactants needed to synthesize it. The reactants are: [OH:1][C:2]1[CH:9]=[CH:8][C:5]([CH:6]=[O:7])=[CH:4][C:3]=1[CH3:10].C([O-])([O-])=O.[K+].[K+].Cl[C:18]1[CH:26]=[CH:25][C:21]([C:22]([NH2:24])=[O:23])=[CH:20][N:19]=1.O. (3) The reactants are: [NH2:1][C:2]1[CH:11]=[C:10]2[C:5]([CH:6]=[CH:7][CH:8]=[N:9]2)=[C:4]([Cl:12])[CH:3]=1.[F:13][C:14]1[CH:19]=[CH:18][C:17]([C:20]2[CH:28]=[CH:27][C:23]([C:24](O)=[O:25])=[C:22]([CH3:29])[N:21]=2)=[CH:16][CH:15]=1.Cl.CN(C)CCCN=C=NCC. Given the product [Cl:12][C:4]1[CH:3]=[C:2]([NH:1][C:24](=[O:25])[C:23]2[CH:27]=[CH:28][C:20]([C:17]3[CH:18]=[CH:19][C:14]([F:13])=[CH:15][CH:16]=3)=[N:21][C:22]=2[CH3:29])[CH:11]=[C:10]2[C:5]=1[CH:6]=[CH:7][CH:8]=[N:9]2, predict the reactants needed to synthesize it. (4) Given the product [CH:2]([C:3]1[N:8]=[C:7]([C:9]([O:11][CH3:12])=[O:10])[CH:6]=[CH:5][CH:4]=1)=[O:1], predict the reactants needed to synthesize it. The reactants are: [OH:1][CH2:2][C:3]1[N:8]=[C:7]([C:9]([O:11][CH3:12])=[O:10])[CH:6]=[CH:5][CH:4]=1. (5) Given the product [F:8][C:7]1[CH:6]=[CH:5][C:4]([C:9]([CH2:25][CH3:26])=[C:10]([C:18]2[CH:23]=[CH:22][C:21]([OH:24])=[CH:20][CH:19]=2)[C:11]2[CH:16]=[CH:15][C:14]([OH:17])=[CH:13][CH:12]=2)=[CH:3][C:2]=1[C:29]1[CH:30]=[CH:31][O:27][CH:28]=1, predict the reactants needed to synthesize it. The reactants are: Br[C:2]1[CH:3]=[C:4]([C:9]([CH2:25][CH3:26])=[C:10]([C:18]2[CH:23]=[CH:22][C:21]([OH:24])=[CH:20][CH:19]=2)[C:11]2[CH:16]=[CH:15][C:14]([OH:17])=[CH:13][CH:12]=2)[CH:5]=[CH:6][C:7]=1[F:8].[O:27]1[CH:31]=[CH:30][C:29](B(O)O)=[CH:28]1. (6) Given the product [Cl:1][C:2]1[CH:37]=[CH:36][C:5]([CH2:6][N:7]2[C:15]3[C:14](=[O:16])[N:13]([CH2:17][CH2:18][CH2:19][OH:20])[C:12](=[O:21])[N:11]([CH3:22])[C:10]=3[N:9]=[C:8]2[CH:23]([OH:35])[C:24]2[CH:29]=[CH:28][CH:27]=[C:26]([O:30][C:31]([F:32])([F:33])[F:34])[CH:25]=2)=[CH:4][CH:3]=1, predict the reactants needed to synthesize it. The reactants are: [Cl:1][C:2]1[CH:37]=[CH:36][C:5]([CH2:6][N:7]2[C:15]3[C:14](=[O:16])[N:13]([CH2:17][CH2:18][CH2:19][OH:20])[C:12](=[O:21])[N:11]([CH3:22])[C:10]=3[N:9]=[C:8]2[C:23](=[O:35])[C:24]2[CH:29]=[CH:28][CH:27]=[C:26]([O:30][C:31]([F:34])([F:33])[F:32])[CH:25]=2)=[CH:4][CH:3]=1.[BH4-].[Na+]. (7) Given the product [NH2:15][C:14]1[S:13][C:12]2[CH:11]=[C:5]([C:6]([O:8][CH2:9][CH3:10])=[O:7])[CH:4]=[CH:3][C:2]=2[N:1]=1, predict the reactants needed to synthesize it. The reactants are: [NH2:1][C:2]1[CH:12]=[CH:11][C:5]([C:6]([O:8][CH2:9][CH3:10])=[O:7])=[CH:4][CH:3]=1.[S-:13][C:14]#[N:15].[K+].BrBr.